From a dataset of Forward reaction prediction with 1.9M reactions from USPTO patents (1976-2016). Predict the product of the given reaction. Given the reactants [C:1](=[O:12])(OC(Cl)(Cl)Cl)OC(Cl)(Cl)Cl.[O:13]1[CH2:18][CH2:17][CH2:16][CH2:15][CH:14]1[O:19][CH2:20][CH2:21][NH2:22].[C@H:23]1([NH:32][C:33]2[CH:42]=[CH:41][C:40]3[C:35](=[CH:36][CH:37]=[C:38]([NH2:43])[CH:39]=3)[N:34]=2)[C:31]2[C:26](=[CH:27][CH:28]=[CH:29][CH:30]=2)[CH2:25][CH2:24]1, predict the reaction product. The product is: [C@H:23]1([NH:32][C:33]2[CH:42]=[CH:41][C:40]3[C:35](=[CH:36][CH:37]=[C:38]([NH:43][C:1]([NH:22][CH2:21][CH2:20][O:19][CH:14]4[CH2:15][CH2:16][CH2:17][CH2:18][O:13]4)=[O:12])[CH:39]=3)[N:34]=2)[C:31]2[C:26](=[CH:27][CH:28]=[CH:29][CH:30]=2)[CH2:25][CH2:24]1.